From a dataset of Catalyst prediction with 721,799 reactions and 888 catalyst types from USPTO. Predict which catalyst facilitates the given reaction. (1) Reactant: [C:1]1([C:7]2[N:12]=[C:11]([NH:13]C(=O)OC(C)(C)C)[CH:10]=[C:9]([C:21]3[CH:26]=[CH:25][CH:24]=[CH:23][CH:22]=3)[N:8]=2)[CH:6]=[CH:5][CH:4]=[CH:3][CH:2]=1.FC(F)(F)C(O)=O. Product: [C:1]1([C:7]2[N:12]=[C:11]([NH2:13])[CH:10]=[C:9]([C:21]3[CH:22]=[CH:23][CH:24]=[CH:25][CH:26]=3)[N:8]=2)[CH:6]=[CH:5][CH:4]=[CH:3][CH:2]=1. The catalyst class is: 4. (2) Reactant: [CH3:1][NH:2][C:3]1[CH:8]=[CH:7][CH:6]=[CH:5][CH:4]=1.[C:9](Cl)(=[O:13])[C:10]([Cl:12])=[O:11]. Product: [CH3:1][N:2]([C:9](=[O:13])[C:10]([Cl:12])=[O:11])[C:3]1[CH:8]=[CH:7][CH:6]=[CH:5][CH:4]=1. The catalyst class is: 11. (3) Reactant: C(N(CC)CC)C.CN(C(ON1N=NC2C=CC=CC1=2)=[N+](C)C)C.[B-](F)(F)(F)[F:26].[C:30]([O:34][C:35]([NH:37][C:38]1([C:41]([OH:43])=O)[CH2:40][CH2:39]1)=[O:36])([CH3:33])([CH3:32])[CH3:31].[NH2:44][CH2:45][C:46]1[CH:51]=[CH:50][C:49]([NH:52][C:53]2[CH:58]=[CH:57][CH:56]=[CH:55][C:54]=2[C:59]([F:62])([F:61])[F:60])=[CH:48][CH:47]=1. Product: [F:26][C:56]1[CH:57]=[CH:58][C:53]([NH:52][C:49]2[CH:50]=[CH:51][C:46]([CH2:45][NH:44][C:41]([C:38]3([NH:37][C:35](=[O:36])[O:34][C:30]([CH3:31])([CH3:32])[CH3:33])[CH2:39][CH2:40]3)=[O:43])=[CH:47][CH:48]=2)=[C:54]([C:59]([F:60])([F:61])[F:62])[CH:55]=1. The catalyst class is: 3. (4) Reactant: [NH2:1][C:2]1[CH:3]=[CH:4][C:5]([O:12][CH:13]([C:20]2[CH:25]=[CH:24][CH:23]=[CH:22][CH:21]=2)[C:14]2[CH:19]=[CH:18][CH:17]=[CH:16][CH:15]=2)=[C:6]([CH:11]=1)[C:7]([O:9][CH3:10])=[O:8].[N:26]([C:29]1[CH:30]=[CH:31][C:32]2[O:36][CH2:35][CH2:34][C:33]=2[CH:37]=1)=[C:27]=[O:28]. Product: [CH:13]([O:12][C:5]1[CH:4]=[CH:3][C:2]([NH:1][C:27]([NH:26][C:29]2[CH:30]=[CH:31][C:32]3[O:36][CH2:35][CH2:34][C:33]=3[CH:37]=2)=[O:28])=[CH:11][C:6]=1[C:7]([O:9][CH3:10])=[O:8])([C:20]1[CH:25]=[CH:24][CH:23]=[CH:22][CH:21]=1)[C:14]1[CH:19]=[CH:18][CH:17]=[CH:16][CH:15]=1. The catalyst class is: 1. (5) Product: [CH2:19]([N:7]1[CH2:6][CH2:5][N:4]([C:8]2[CH:13]=[CH:12][C:11]([N+:14]([O-:16])=[O:15])=[CH:10][N:9]=2)[CH2:3][CH:2]1[CH3:1])[CH:18]=[CH2:17]. The catalyst class is: 9. Reactant: [CH3:1][CH:2]1[NH:7][CH2:6][CH2:5][N:4]([C:8]2[CH:13]=[CH:12][C:11]([N+:14]([O-:16])=[O:15])=[CH:10][N:9]=2)[CH2:3]1.[CH2:17](Br)[CH:18]=[CH2:19].C(N(CC)CC)C. (6) Reactant: [CH3:1][O:2][C:3]([C:5]1[CH:14]=[CH:13][C:12]2[C:7](=[CH:8][C:9]([C:15]([CH2:26][CH3:27])([C:18]3[CH:23]=[CH:22][C:21]([OH:24])=[C:20]([CH3:25])[CH:19]=3)[CH2:16][CH3:17])=[CH:10][CH:11]=2)[CH:6]=1)=[O:4].Br[CH2:29][C:30](=[O:35])[C:31]([CH3:34])([CH3:33])[CH3:32].C(=O)([O-])[O-].[K+].[K+]. Product: [CH3:1][O:2][C:3]([C:5]1[CH:14]=[CH:13][C:12]2[C:7](=[CH:8][C:9]([C:15]([C:18]3[CH:23]=[CH:22][C:21]([O:24][CH2:29][C:30](=[O:35])[C:31]([CH3:34])([CH3:33])[CH3:32])=[C:20]([CH3:25])[CH:19]=3)([CH2:26][CH3:27])[CH2:16][CH3:17])=[CH:10][CH:11]=2)[CH:6]=1)=[O:4]. The catalyst class is: 21. (7) Reactant: [CH2:1]([O:3][C:4]([C:6]1[C:7]2[O:14][C:13]([C:15](=[O:19])[N:16]([CH3:18])[CH3:17])=[C:12]([OH:20])[C:8]=2[CH:9]=[N:10][CH:11]=1)=[O:5])[CH3:2].N1C=CC=CC=1.[F:27][C:28]([F:41])([F:40])[S:29](O[S:29]([C:28]([F:41])([F:40])[F:27])(=[O:31])=[O:30])(=[O:31])=[O:30]. Product: [CH2:1]([O:3][C:4]([C:6]1[C:7]2[O:14][C:13]([C:15](=[O:19])[N:16]([CH3:17])[CH3:18])=[C:12]([O:20][S:29]([C:28]([F:41])([F:40])[F:27])(=[O:31])=[O:30])[C:8]=2[CH:9]=[N:10][CH:11]=1)=[O:5])[CH3:2]. The catalyst class is: 4. (8) Reactant: [CH3:1][C:2](=[O:7])[CH2:3][C:4](=O)[CH3:5].[Br:8][C:9]1[CH:16]=[CH:15]C(CBr)=[CH:11][CH:10]=1.C(=O)([O-])[O-].[K+].[K+]. Product: [Br:8][C:9]1[CH:16]=[CH:15][C:5]([CH2:4][CH2:3][C:2](=[O:7])[CH3:1])=[CH:11][CH:10]=1. The catalyst class is: 5.